From a dataset of Peptide-MHC class II binding affinity with 134,281 pairs from IEDB. Regression. Given a peptide amino acid sequence and an MHC pseudo amino acid sequence, predict their binding affinity value. This is MHC class II binding data. (1) The binding affinity (normalized) is 0.300. The MHC is HLA-DQA10201-DQB10202 with pseudo-sequence HLA-DQA10201-DQB10202. The peptide sequence is GELEFEEFVSLASRF. (2) The binding affinity (normalized) is 0. The peptide sequence is LQPLALEGSLQ. The MHC is HLA-DQA10102-DQB10604 with pseudo-sequence HLA-DQA10102-DQB10604. (3) The peptide sequence is GKWYLKAMTADQEVPE. The MHC is DRB1_1101 with pseudo-sequence DRB1_1101. The binding affinity (normalized) is 0.514. (4) The peptide sequence is YQVTYIVRGSGRVQV. The MHC is HLA-DQA10101-DQB10501 with pseudo-sequence HLA-DQA10101-DQB10501. The binding affinity (normalized) is 0.249.